From a dataset of Forward reaction prediction with 1.9M reactions from USPTO patents (1976-2016). Predict the product of the given reaction. (1) Given the reactants C(NC(C)C)(C)C.C([Li])CCC.[Li+].CC([N-]C(C)C)C.[Si:21]([O:38][CH2:39][C:40]1[C:45]([N:46]2[CH2:51][C@H:50]([CH3:52])[O:49][C@H:48]([CH3:53])[CH2:47]2)=[C:44]([Cl:54])[C:43]([F:55])=[CH:42][N:41]=1)([C:34]([CH3:37])([CH3:36])[CH3:35])([C:28]1[CH:33]=[CH:32][CH:31]=[CH:30][CH:29]=1)[C:22]1[CH:27]=[CH:26][CH:25]=[CH:24][CH:23]=1.[CH3:56][N:57]1[CH:61]=[CH:60][N:59]=[C:58]1[CH:62]=[O:63], predict the reaction product. The product is: [Si:21]([O:38][CH2:39][C:40]1[N:41]=[C:42]([CH:62]([C:58]2[N:57]([CH3:56])[CH:61]=[CH:60][N:59]=2)[OH:63])[C:43]([F:55])=[C:44]([Cl:54])[C:45]=1[N:46]1[CH2:51][C@H:50]([CH3:52])[O:49][C@H:48]([CH3:53])[CH2:47]1)([C:34]([CH3:37])([CH3:35])[CH3:36])([C:28]1[CH:33]=[CH:32][CH:31]=[CH:30][CH:29]=1)[C:22]1[CH:23]=[CH:24][CH:25]=[CH:26][CH:27]=1. (2) Given the reactants C[O:2][C:3]([C:5]1[C:10]([CH3:11])=[N:9][C:8]([O:12][CH3:13])=[CH:7][N:6]=1)=[O:4].[OH-].[Na+:15].[ClH:16].C1(C)C=CC=CC=1, predict the reaction product. The product is: [CH3:13][O:12][C:8]1[N:9]=[C:10]([CH3:11])[C:5]([C:3]([OH:4])=[O:2])=[N:6][CH:7]=1.[Cl-:16].[Na+:15].